Task: Binary Classification. Given a miRNA mature sequence and a target amino acid sequence, predict their likelihood of interaction.. Dataset: Experimentally validated miRNA-target interactions with 360,000+ pairs, plus equal number of negative samples (1) The miRNA is hsa-let-7b-5p with sequence UGAGGUAGUAGGUUGUGUGGUU. The protein sequence of the target gene is MQGSSLWLSLTFRSARVLSRARFFEWQSPGLPNTAAMENGTGPYGEERPREVQETTVTEGAAKIAFPSANEVFYNPVQEFNRDLTCAVITEFARIQLGAKGIQIKVPGEKDTQKVVVDLSEQEEEKVELKESENLASGDQPRTAAVGEICEEGLHVLEGLAASGLRSIRFALEVPGLRSVVANDASTRAVDLIRRNVQLNDVAHLVQPSQADARMLMYQHQRVSERFDVIDLDPYGSPATFLDAAVQAVSEGGLLCVTCTDMAVLAGNSGETCYSKYGAMALKSRACHEMALRIVLHSLD.... Result: 1 (interaction). (2) The miRNA is hsa-miR-1228-5p with sequence GUGGGCGGGGGCAGGUGUGUG. The protein sequence of the target gene is MLAGLKVKKQELANSSDVTLPDRPLSPPLTAPPTMKSAEFFEMLEKMQGIKLEEQRPGPQKNKDDYIPYPSIDEVVEKGGPYPLIILPQFGGYWIEDPENVGTPTSLGSSVYEEEEEDSLSPNTFGYKLECRGEARAYRRHFLGKDHLNFYCTGSSLGNLILSIKCEEAEGMEYLRIILRSKLKTVHERIPLAGLSKLPSVPQIAKAFCDDAVGLKFNPVLYPKASQMIVSYDEHDVNNTFKFGVIYQKARQTLEEELFGNNEESPAFKEFLDLLGDTITLQDFKGFRGGLDVTHGQTGV.... Result: 0 (no interaction). (3) The miRNA is mmu-miR-329-3p with sequence AACACACCCAGCUAACCUUUUU. The protein sequence of the target gene is MKLLWQAKMSSIQDWGEEVEEGAVYHVTLKRVQIQQAANKGARWLGVEGDQLPPGHTVSQYETCKIRTIKAGTLEKLVENLLTAFGDNDFTYISIFLSTYRGFASTKEVLELLLDRYGNLTGPNCEDDGSQSSPESKAVIRNAIASILRAWLDQCAEDFREPPHFPCLQKLLEYLKQMMPGSDPERRAQNLLEQFQKQDVDSDNGLLNTSSFSLEEEEELESGGSAEFTNFSEDLVAEQLTYMDAQLFKKVVPHHCLGCIWSQRDKKENKHLAPTIRATISQFNTLTKCVVSTVLGSKEL.... Result: 1 (interaction). (4) Result: 0 (no interaction). The miRNA is mmu-miR-343 with sequence UCUCCCUUCAUGUGCCCAGA. The protein sequence of the target gene is MKGFKLSCTASNSNRSTPACSPILRKRSRSPTPQNQDGDTMVEKGSDHSSDKSPSTPEQGVQRSCSSQSGRSGGKNSKKSQSWYNVLSPTYKQRNEDFRKLFKQLPDTERLIVDYSCALQRDILLQGRLYLSENWICFYSNIFRWETLLTVRLKDICSMTKEKTARLIPNAIQVCTDSEKHFFTSFGARDRTYMMMFRLWQNALLEKPLCPKELWHFVHQCYGNELGLTSDDEDYVPPDDDFNTMGYCEEIPIEENEVNDSSSKSSIETKPDASPQLPKKSITNSTLTSTGSSEAPVSFD.... (5) The miRNA is dme-miR-8-3p with sequence UAAUACUGUCAGGUAAAGAUGUC. The protein sequence of the target gene is MTRGAWMCRQYDDGLKIWLAAPRENEKPFIDSERAQKWRLSLASLLFFTVLLSDHLWFCAEAKLTRTRDKEHHQQQQQQQQQQQQQQQQQQQQQQRQQQRQRQQQRQRQQEPSWPALLASMGESSPAAQAHRLLSASSSPTLPPSPGGGGGSKGNRGKNNRSRALFLGNSAKPVWRLETCYPQGASSGQCFTVESADAVCARNWSRGAAAGEEQSSRGSRPTPLWNLSDFYLSFCNSYTLWELFSGLSSPSTLNCSLDVVLTEGGEMTTCRQCIEAYQDYDHHAQEKYEEFESVLHKYLQ.... Result: 0 (no interaction). (6) The miRNA is rno-miR-200b-5p with sequence CAUCUUACUGGGCAGCAUUGGA. The protein sequence of the target gene is MDWVMKHNGPNDASDGTVRLRGLPFGCSKEEIVQFFQGLEIVPNGITLTMDYQGRSTGEAFVQFASKEIAENALGKHKERIGHRYIEIFRSSRSEIKGFYDPPRRLLGQRPGPYDRPIGGRGGYYGAGRGSMYDRMRRGGDGYDGGYGGFDDYGGYNNYGYGNDGFDDRMRDGRGMGGHGYGGAGDASSGFHGGHFVHMRGLPFRATENDIANFFSPLNPIRVHIDIGADGRATGEADVEFVTHEDAVAAMSKDKNNMQHRYIELFLNSTPGGGSGMGGSGMGGYGRDGMDNQGGYGSVG.... Result: 0 (no interaction). (7) The miRNA is mmu-miR-344-3p with sequence UGAUCUAGCCAAAGCCUGACUGU. The protein sequence of the target gene is MPSASCDTLLDDIEDIVSQEDSKPQDRHFVRKDVVPKVRRRNTQKYLQEEENSPPSDSTIPGIQKIWIRTWGCSHNNSDGEYMAGQLAAYGYKITENASDADLWLLNSCTVKNPAEDHFRNSIKKAQEENKKIVLAGCVPQAQPRQDYLKGLSIIGVQQIDRVVEVVEETIKGHSVRLLGQKKDNGRRLGGARLDLPKIRKNPLIEIISINTGCLNACTYCKTKHARGNLASYPIDELVDRAKQSFQEGVCEIWLTSEDTGAYGRDIGTNLPTLLWKLVEVIPEGAMLRLGMTNPPYILE.... Result: 0 (no interaction). (8) The miRNA is hsa-miR-3677-5p with sequence CAGUGGCCAGAGCCCUGCAGUG. The protein sequence of the target gene is MMLSTEGREGFVVKVRGLPWSCSADEVMRFFSDCKIQNGTSGIRFIYTREGRPSGEAFVELESEEEVKLALKKDRETMGHRYVEVFKSNSVEMDWVLKHTGPNSPDTANDGFVRLRGLPFGCSKEEIVQFFSGLEIVPNGMTLPVDFQGRSTGEAFVQFASQEIAEKALKKHKERIGHRYIEIFKSSRAEVRTHYDPPRKLMAMQRPGPYDRPGAGRGYNSIGRGAGFERMRRGAYGGGYGGYDDYGGYNDGYGFGSDRFGRDLNYCFSGMSDHRYGDGGSSFQSTTGHCVHMRGLPYRA.... Result: 0 (no interaction). (9) The miRNA is mmu-miR-129-5p with sequence CUUUUUGCGGUCUGGGCUUGC. The protein sequence of the target gene is MSKKGRSKGDKPEAETDSVQMANEELRAKLTNIQIEFQQEKSKVGKLRERLQEAKLEREQEQRRHTAYISELKAKLHEEKTKELQALREALIRQHEQEAARTAKIKEGELQRLQATLNVLRDGAADKVKTALLADAREEARRTFDGERQRLQQEILELKAARKQAEEALSNCMQADKAKAADLRAAYQAHQDEVHRIKRECERDIRRLMDEIKGKERVILALEKELGVQTGQTQRLLLQKEALDEQLVQVKEAERHHSSPKRELPPGIGDMAELMGGQDQHMDERDVRRFQLKIAELNSV.... Result: 1 (interaction). (10) The miRNA is hsa-miR-26b-5p with sequence UUCAAGUAAUUCAGGAUAGGU. The protein sequence of the target gene is MFTLAEVASLNDIQPTYRILKPWWDVFMDYLAVVMLMVAIFAGTMQLTKDQVVCLPVLPSPVNSKAHTPPGNAEVTTNIPKMEAATNQDQDGRTTNDISFGTSAVTPDIPLRATYPRTDFALPNQEAKKEKKDPTGRKTNLDFQQYVFINQMCYHLALPWYSKYFPYLALIHTIILMVSSNFWFKYPKTCSKVEHFVSILGKCFESPWTTKALSETACEDSEENKQRITGAQTLPKHVSTSSDEGSPSASTPMINKTGFKFSAEKPVIEVPSMTILDKKDGEQAKALFEKVRKFRAHVED.... Result: 1 (interaction).